From a dataset of NCI-60 drug combinations with 297,098 pairs across 59 cell lines. Regression. Given two drug SMILES strings and cell line genomic features, predict the synergy score measuring deviation from expected non-interaction effect. (1) Drug 1: CCC1(CC2CC(C3=C(CCN(C2)C1)C4=CC=CC=C4N3)(C5=C(C=C6C(=C5)C78CCN9C7C(C=CC9)(C(C(C8N6C=O)(C(=O)OC)O)OC(=O)C)CC)OC)C(=O)OC)O.OS(=O)(=O)O. Drug 2: CC1=C2C(C(=O)C3(C(CC4C(C3C(C(C2(C)C)(CC1OC(=O)C(C(C5=CC=CC=C5)NC(=O)C6=CC=CC=C6)O)O)OC(=O)C7=CC=CC=C7)(CO4)OC(=O)C)O)C)OC(=O)C. Cell line: IGROV1. Synergy scores: CSS=18.7, Synergy_ZIP=-2.43, Synergy_Bliss=5.34, Synergy_Loewe=1.14, Synergy_HSA=4.84. (2) Drug 1: C1=CC=C(C=C1)NC(=O)CCCCCCC(=O)NO. Drug 2: N.N.Cl[Pt+2]Cl. Cell line: HCC-2998. Synergy scores: CSS=22.7, Synergy_ZIP=-1.80, Synergy_Bliss=1.72, Synergy_Loewe=0.653, Synergy_HSA=1.87.